Regression. Given two drug SMILES strings and cell line genomic features, predict the synergy score measuring deviation from expected non-interaction effect. From a dataset of NCI-60 drug combinations with 297,098 pairs across 59 cell lines. (1) Drug 1: CCN(CC)CCNC(=O)C1=C(NC(=C1C)C=C2C3=C(C=CC(=C3)F)NC2=O)C. Drug 2: CCN(CC)CCCC(C)NC1=C2C=C(C=CC2=NC3=C1C=CC(=C3)Cl)OC. Cell line: MCF7. Synergy scores: CSS=10.8, Synergy_ZIP=-6.90, Synergy_Bliss=-6.56, Synergy_Loewe=-6.00, Synergy_HSA=-4.69. (2) Drug 1: CC12CCC3C(C1CCC2O)C(CC4=C3C=CC(=C4)O)CCCCCCCCCS(=O)CCCC(C(F)(F)F)(F)F. Drug 2: CC1=C(C(=O)C2=C(C1=O)N3CC4C(C3(C2COC(=O)N)OC)N4)N. Cell line: A549. Synergy scores: CSS=25.6, Synergy_ZIP=2.42, Synergy_Bliss=2.12, Synergy_Loewe=-28.1, Synergy_HSA=-2.79. (3) Synergy scores: CSS=16.2, Synergy_ZIP=-5.16, Synergy_Bliss=-5.36, Synergy_Loewe=-7.56, Synergy_HSA=-3.60. Drug 1: CN1CCC(CC1)COC2=C(C=C3C(=C2)N=CN=C3NC4=C(C=C(C=C4)Br)F)OC. Cell line: LOX IMVI. Drug 2: CS(=O)(=O)OCCCCOS(=O)(=O)C. (4) Drug 1: C1CN1C2=NC(=NC(=N2)N3CC3)N4CC4. Drug 2: C#CCC(CC1=CN=C2C(=N1)C(=NC(=N2)N)N)C3=CC=C(C=C3)C(=O)NC(CCC(=O)O)C(=O)O. Cell line: TK-10. Synergy scores: CSS=5.30, Synergy_ZIP=-0.880, Synergy_Bliss=2.80, Synergy_Loewe=-0.217, Synergy_HSA=0.0632. (5) Drug 1: CC1=CC2C(CCC3(C2CCC3(C(=O)C)OC(=O)C)C)C4(C1=CC(=O)CC4)C. Drug 2: CC(C1=C(C=CC(=C1Cl)F)Cl)OC2=C(N=CC(=C2)C3=CN(N=C3)C4CCNCC4)N. Cell line: DU-145. Synergy scores: CSS=-4.80, Synergy_ZIP=1.71, Synergy_Bliss=-2.58, Synergy_Loewe=-12.2, Synergy_HSA=-7.71. (6) Drug 2: C1C(C(OC1N2C=NC3=C2NC=NCC3O)CO)O. Synergy scores: CSS=-13.5, Synergy_ZIP=10.0, Synergy_Bliss=-0.674, Synergy_Loewe=-8.43, Synergy_HSA=-9.32. Drug 1: CC1=C(C=C(C=C1)NC(=O)C2=CC=C(C=C2)CN3CCN(CC3)C)NC4=NC=CC(=N4)C5=CN=CC=C5. Cell line: CAKI-1. (7) Drug 1: CC1=C(C(CCC1)(C)C)C=CC(=CC=CC(=CC(=O)O)C)C. Drug 2: C1CN1C2=NC(=NC(=N2)N3CC3)N4CC4. Cell line: SK-MEL-28. Synergy scores: CSS=6.00, Synergy_ZIP=0.284, Synergy_Bliss=-3.42, Synergy_Loewe=-7.10, Synergy_HSA=-2.21. (8) Drug 1: C1=NC2=C(N1)C(=S)N=C(N2)N. Drug 2: CC=C1C(=O)NC(C(=O)OC2CC(=O)NC(C(=O)NC(CSSCCC=C2)C(=O)N1)C(C)C)C(C)C. Cell line: SF-268. Synergy scores: CSS=62.4, Synergy_ZIP=-4.45, Synergy_Bliss=-6.53, Synergy_Loewe=-23.8, Synergy_HSA=-5.85. (9) Drug 1: CC=C1C(=O)NC(C(=O)OC2CC(=O)NC(C(=O)NC(CSSCCC=C2)C(=O)N1)C(C)C)C(C)C. Drug 2: CN(CC1=CN=C2C(=N1)C(=NC(=N2)N)N)C3=CC=C(C=C3)C(=O)NC(CCC(=O)O)C(=O)O. Cell line: OVCAR3. Synergy scores: CSS=37.0, Synergy_ZIP=-6.29, Synergy_Bliss=-3.54, Synergy_Loewe=-10.7, Synergy_HSA=-6.12.